Dataset: CYP3A4 inhibition data for predicting drug metabolism from PubChem BioAssay. Task: Regression/Classification. Given a drug SMILES string, predict its absorption, distribution, metabolism, or excretion properties. Task type varies by dataset: regression for continuous measurements (e.g., permeability, clearance, half-life) or binary classification for categorical outcomes (e.g., BBB penetration, CYP inhibition). Dataset: cyp3a4_veith. (1) The drug is COc1ccc(Oc2ncc3nc(C)c(=O)n(C[C@H]4CCCO4)c3n2)cc1. The result is 1 (inhibitor). (2) The compound is CCOC(=O)C1=C(C)NC(SCC(N)=O)=C(C#N)C1c1ccccc1. The result is 1 (inhibitor). (3) The drug is C[C@]12CN(CC[N+](C)(C)C)C[C@]1(C)[C@@H]1CC[C@@H]2O1. The result is 0 (non-inhibitor). (4) The molecule is CC(=O)c1c(C)[nH]c(C(=O)N2CCc3ccccc3C2)c1C. The result is 1 (inhibitor). (5) The drug is c1ccc(-c2nnc(SCc3nc4ccccc4[nH]3)n2Cc2ccco2)cc1. The result is 1 (inhibitor). (6) The molecule is CCOc1ccccc1N1CN(CC)CNC1=S. The result is 0 (non-inhibitor).